This data is from CYP2C9 inhibition data for predicting drug metabolism from PubChem BioAssay. The task is: Regression/Classification. Given a drug SMILES string, predict its absorption, distribution, metabolism, or excretion properties. Task type varies by dataset: regression for continuous measurements (e.g., permeability, clearance, half-life) or binary classification for categorical outcomes (e.g., BBB penetration, CYP inhibition). Dataset: cyp2c9_veith. (1) The result is 0 (non-inhibitor). The molecule is CC(C)=C[C@H]1[C@@H](COC(=O)c2ccccc2Cl)C1(C)C. (2) The drug is COC(=O)C/C=C\[C@@H](C)[C@@H](/C=N\OC[C@@H](O)[C@H]1O[C@H]2OC(C)(C)O[C@H]2[C@@H]1O)NS(=O)(=O)c1ccc(C)cc1. The result is 0 (non-inhibitor). (3) The result is 1 (inhibitor). The compound is CC#C[C@@]1(O)CC[C@H]2[C@@H]3CCC4=CC(=O)CCC4=C3[C@H](c3ccc(N(C)C)cc3)C[C@]21C. (4) The drug is N[C@H](Cc1o[nH]c(=O)c1Cl)C(=O)O. The result is 0 (non-inhibitor). (5) The molecule is CN(C)C(=O)c1ccc(-c2nccc(NCc3cccnc3)n2)cc1. The result is 0 (non-inhibitor). (6) The molecule is COc1ccc(NC(=O)N2CCC(C(=O)c3ccc(F)cc3)CC2)cc1. The result is 1 (inhibitor). (7) The compound is COCC(=O)N1CCC[C@@]2(CCN(Cc3cc(C(F)(F)F)cc(C(F)(F)F)c3)C2)C1. The result is 0 (non-inhibitor). (8) The drug is COCCn1nc2cc(C(=O)NCc3cc(C(F)(F)F)cc(C(F)(F)F)c3)ccc2c1OC. The result is 0 (non-inhibitor). (9) The compound is C=C[C@@]1(C)CC(=O)[C@]2(O)[C@](C)(O1)[C@@H](OC(C)=O)[C@@H](OC(=O)CCN(C)C)[C@H]1C(C)(C)CC[C@H](O)[C@@]12C. The result is 1 (inhibitor). (10) The result is 1 (inhibitor). The molecule is COc1ccccc1CCn1c(=O)c(-c2cn(C)c3ccccc23)nc2cncnc21.